Dataset: Full USPTO retrosynthesis dataset with 1.9M reactions from patents (1976-2016). Task: Predict the reactants needed to synthesize the given product. (1) Given the product [Cl:1][C:2]1[N:10]=[C:9]2[C:5]([N:6]=[CH:7][N:8]2[CH3:13])=[C:4]([Cl:11])[N:3]=1, predict the reactants needed to synthesize it. The reactants are: [Cl:1][C:2]1[N:10]=[C:9]2[C:5]([NH:6][CH:7]=[N:8]2)=[C:4]([Cl:11])[N:3]=1.[F-].[CH2:13]([N+](CCCC)(CCCC)CCCC)CCC.CI. (2) Given the product [CH3:1][C:2]1[C:3]([N+:12]([O-:14])=[O:13])=[C:4]2[C:9](=[CH:10][CH:11]=1)[CH:8]=[N+:7]([O-:20])[CH:6]=[CH:5]2, predict the reactants needed to synthesize it. The reactants are: [CH3:1][C:2]1[C:3]([N+:12]([O-:14])=[O:13])=[C:4]2[C:9](=[CH:10][CH:11]=1)[CH:8]=[N:7][CH:6]=[CH:5]2.ClC1C=C(C=CC=1)C(OO)=[O:20].